The task is: Predict which catalyst facilitates the given reaction.. This data is from Catalyst prediction with 721,799 reactions and 888 catalyst types from USPTO. (1) Reactant: [Br:1][C:2]1[CH:10]=[CH:9][C:5]([C:6]([NH2:8])=[O:7])=[CH:4][CH:3]=1.[Cl:11][C:12]([Cl:17])([CH2:15][CH3:16])[CH:13]=[O:14]. Product: [Br:1][C:2]1[CH:10]=[CH:9][C:5]([C:6]([NH:8][CH:13]([OH:14])[C:12]([Cl:17])([Cl:11])[CH2:15][CH3:16])=[O:7])=[CH:4][CH:3]=1. The catalyst class is: 89. (2) Reactant: [CH2:1]([O:3][P:4]([CH2:9][CH2:10][C:11]1[CH:16]=[C:15]([CH2:17][C:18]2[CH:23]=[CH:22][C:21]([CH2:24][CH3:25])=[CH:20][CH:19]=2)[CH:14]=[CH:13][C:12]=1[O:26]CC1C=CC=CC=1)(=[O:8])[O:5][CH2:6][CH3:7])[CH3:2]. Product: [CH2:6]([O:5][P:4]([CH2:9][CH2:10][C:11]1[CH:16]=[C:15]([CH2:17][C:18]2[CH:19]=[CH:20][C:21]([CH2:24][CH3:25])=[CH:22][CH:23]=2)[CH:14]=[CH:13][C:12]=1[OH:26])(=[O:8])[O:3][CH2:1][CH3:2])[CH3:7]. The catalyst class is: 19. (3) Product: [CH3:21][N:22]([CH3:24])[CH:23]=[N:17][C:15]([C:9]1[CH:10]=[C:11]2[N:7]([N:8]=1)[C:6]1[CH:18]=[C:2]([Br:1])[CH:3]=[CH:4][C:5]=1[O:14][CH2:13][CH2:12]2)=[O:16]. Reactant: [Br:1][C:2]1[CH:3]=[CH:4][C:5]2[O:14][CH2:13][CH2:12][C:11]3[N:7]([N:8]=[C:9]([C:15]([NH2:17])=[O:16])[CH:10]=3)[C:6]=2[CH:18]=1.CO[CH:21](OC)[N:22]([CH3:24])[CH3:23]. The catalyst class is: 12. (4) Reactant: [Cl:1][C:2]1[CH:7]=[C:6]([Cl:8])[C:5]([O:9][C@@H:10]([CH3:15])[C:11]([O:13][CH3:14])=[O:12])=[CH:4][C:3]=1[S:16][C:17]1[N:21]([CH3:22])[N:20]=[C:19]([CH3:23])[C:18]=1[C:24]([OH:26])=O.ON1C2C=[CH:34][CH:35]=[CH:36][C:31]=2[N:30]=N1.N1CCCC1.Cl.C(N=C=NCCCN(C)C)C.Cl. Product: [Cl:8][C:6]1[CH:7]=[C:2]([Cl:1])[C:3]([S:16][C:17]2[N:21]([CH3:22])[N:20]=[C:19]([CH3:23])[C:18]=2[C:24]([N:30]2[CH2:31][CH2:36][CH2:35][CH2:34]2)=[O:26])=[CH:4][C:5]=1[O:9][C@@H:10]([CH3:15])[C:11]([O:13][CH3:14])=[O:12]. The catalyst class is: 556. (5) Reactant: [CH:1]1([CH2:4][N:5]([C@@H:13]2[CH2:15][C@H:14]2[C:16]2[CH:21]=[CH:20][CH:19]=[C:18]([C:22]([N:24]3[CH2:28][CH2:27][CH2:26][CH2:25]3)=[O:23])[CH:17]=2)C(=O)OC(C)(C)C)[CH2:3][CH2:2]1.[ClH:29].C(OCC)(=O)C. Product: [ClH:29].[CH:1]1([CH2:4][NH:5][C@@H:13]2[CH2:15][C@H:14]2[C:16]2[CH:17]=[C:18]([C:22]([N:24]3[CH2:28][CH2:27][CH2:26][CH2:25]3)=[O:23])[CH:19]=[CH:20][CH:21]=2)[CH2:3][CH2:2]1. The catalyst class is: 36. (6) Reactant: [OH:1][C@H:2]1[CH2:6][CH2:5][NH:4][C@@H:3]1[C:7]([OH:9])=[O:8].[C:10](O[C:10]([O:12][C:13]([CH3:16])([CH3:15])[CH3:14])=[O:11])([O:12][C:13]([CH3:16])([CH3:15])[CH3:14])=[O:11].[OH-].[Na+].O. Product: [C:13]([O:12][C:10]([N:4]1[CH2:5][CH2:6][C@H:2]([OH:1])[C@H:3]1[C:7]([OH:9])=[O:8])=[O:11])([CH3:16])([CH3:15])[CH3:14]. The catalyst class is: 12.